This data is from Forward reaction prediction with 1.9M reactions from USPTO patents (1976-2016). The task is: Predict the product of the given reaction. (1) Given the reactants [NH2:1][CH2:2][C@@H:3]([F:6])[CH2:4][OH:5].C(=O)([O-])[O-].[K+].[K+].[C:13](O[C:13]([O:15][C:16]([CH3:19])([CH3:18])[CH3:17])=[O:14])([O:15][C:16]([CH3:19])([CH3:18])[CH3:17])=[O:14], predict the reaction product. The product is: [F:6][C@@H:3]([CH2:4][OH:5])[CH2:2][NH:1][C:13](=[O:14])[O:15][C:16]([CH3:19])([CH3:18])[CH3:17]. (2) Given the reactants C(=O)(O)[O-].[Na+:5].[OH-].[Na+].[CH3:8][C@@:9]1([CH2:22][N:23]2[N:27]=[N:26][CH:25]=[CH:24]2)[S:13](=[O:15])(=[O:14])[C@@H:12]2[CH2:16][C:17](=[O:18])[N:11]2[C@H:10]1[C:19]([OH:21])=[O:20], predict the reaction product. The product is: [CH3:8][C@@:9]1([CH2:22][N:23]2[N:27]=[N:26][CH:25]=[CH:24]2)[S:13](=[O:14])(=[O:15])[C@@H:12]2[CH2:16][C:17](=[O:18])[N:11]2[C@H:10]1[C:19]([O-:21])=[O:20].[Na+:5]. (3) Given the reactants [NH2:1]CCCCCCCCCCCCCC(O)=O.CCCCCC[C@@H](O)C/[CH:26]=[CH:27]\[CH2:28][CH2:29][CH2:30][CH2:31][CH2:32][CH2:33][CH2:34][CH2:35][CH2:36][C:37]([OH:39])=[O:38], predict the reaction product. The product is: [NH2:1][CH2:26][CH2:27][CH2:28][CH2:29][CH2:30][CH2:31][CH2:32][CH2:33][CH2:34][CH2:35][CH2:36][C:37]([OH:39])=[O:38]. (4) The product is: [CH3:21][N:27]([CH2:33][C:23]1[N:22]=[C:21]([N:27]2[CH2:33][C:32]3[CH:34]=[C:35]([C:2]4[CH:3]=[C:4]5[N:10]=[C:9]([NH:11][C:12](=[O:14])[CH3:13])[S:8][C:5]5=[N:6][CH:7]=4)[CH:36]=[CH:37][C:31]=3[O:30][CH2:29][CH2:28]2)[C:20]2[C:25](=[CH:26][C:17]([O:16][CH3:15])=[CH:18][CH:19]=2)[N:24]=1)[CH3:28]. Given the reactants Br[C:2]1[CH:3]=[C:4]2[N:10]=[C:9]([NH:11][C:12](=[O:14])[CH3:13])[S:8][C:5]2=[N:6][CH:7]=1.[CH3:15][O:16][C:17]1[CH:26]=[C:25]2[C:20]([C:21]([N:27]3[CH2:33][C:32]4[CH:34]=[C:35](B(O)O)[CH:36]=[CH:37][C:31]=4[O:30][CH2:29][CH2:28]3)=[N:22][CH:23]=[N:24]2)=[CH:19][CH:18]=1, predict the reaction product. (5) Given the reactants [CH2:1]([O:3][C:4](=[O:16])[CH:5]=[CH:6][C:7]1[CH:12]=[CH:11][C:10]([N+:13]([O-])=O)=[CH:9][CH:8]=1)[CH3:2], predict the reaction product. The product is: [CH2:1]([O:3][C:4](=[O:16])[CH2:5][CH2:6][C:7]1[CH:8]=[CH:9][C:10]([NH2:13])=[CH:11][CH:12]=1)[CH3:2].